This data is from Catalyst prediction with 721,799 reactions and 888 catalyst types from USPTO. The task is: Predict which catalyst facilitates the given reaction. (1) Reactant: [CH3:1][O:2][C:3]1[N:4]=[CH:5][CH:6]=[C:7]2[C:11]([C:12]3[CH:17]=[C:16]([N+:18]([O-])=O)[CH:15]=[CH:14][C:13]=3[O:21][C@H:22]3[CH2:27][CH2:26][C@H:25]([O:28][CH3:29])[CH2:24][CH2:23]3)=[CH:10][N:9]([CH3:30])[C:8]=12. Product: [CH3:1][O:2][C:3]1[N:4]=[CH:5][CH:6]=[C:7]2[C:11]([C:12]3[CH:17]=[C:16]([CH:15]=[CH:14][C:13]=3[O:21][C@H:22]3[CH2:27][CH2:26][C@H:25]([O:28][CH3:29])[CH2:24][CH2:23]3)[NH2:18])=[CH:10][N:9]([CH3:30])[C:8]=12. The catalyst class is: 312. (2) Reactant: [Cl:1][C:2]1[CH:7]=[C:6]([C:8]([O-:10])=O)[CH:5]=[C:4]([Cl:11])[C:3]=1[C:12]([O:14][CH3:15])=[O:13].[C:16]1([CH:26]([NH2:28])[CH3:27])[C:25]2[C:20](=[CH:21][CH:22]=[CH:23][CH:24]=2)[CH:19]=[CH:18][CH:17]=1.CN(C(ON1N=NC2C=CC=CC1=2)=[N+](C)C)C.F[P-](F)(F)(F)(F)F.C1C=CC2N(O)N=NC=2C=1.C(N(C(C)C)CC)(C)C. Product: [Cl:11][C:4]1[CH:5]=[C:6]([C:8]([NH:28][C@@H:26]([C:16]2[C:25]3[C:20](=[CH:21][CH:22]=[CH:23][CH:24]=3)[CH:19]=[CH:18][CH:17]=2)[CH3:27])=[O:10])[CH:7]=[C:2]([Cl:1])[C:3]=1[C:12]([O:14][CH3:15])=[O:13]. The catalyst class is: 9. (3) Reactant: N#N.[CH2:3]1[CH2:13][CH2:12][N:11]2[C:6](=NCC[CH2:10]2)[CH2:5][CH2:4]1.BrCCCC#[N:19]. Product: [N:11]1([CH2:12][CH2:13][CH2:3][CH2:4][NH2:19])[CH2:10][CH2:5][CH2:6]1. The catalyst class is: 28. (4) Reactant: [NH2:1][C@@H:2]([C:4]([OH:6])=[O:5])[CH3:3].C(N(CC)CC)C.[F:14][C:15]([F:22])([F:21])[C:16](OCC)=[O:17]. Product: [F:14][C:15]([F:22])([F:21])[C:16]([NH:1][C@@H:2]([C:4]([OH:6])=[O:5])[CH3:3])=[O:17]. The catalyst class is: 5. (5) Reactant: [N:1]1[CH:2]=[CH:3][N:4]2[CH:9]=[C:8]([CH:10]([C:12]3[N:16]4[N:17]=[C:18]([C:21]5[CH:22]=[N:23][N:24]([CH2:26][CH2:27][O:28]C6CCCCO6)[CH:25]=5)[CH:19]=[CH:20][C:15]4=[N:14][CH:13]=3)[CH3:11])[CH:7]=[CH:6][C:5]=12.C1C(=O)N([Br:42])C(=O)C1.O1CCOCC1. Product: [Br:42][C:3]1[N:4]2[CH:9]=[C:8]([CH:10]([C:12]3[N:16]4[N:17]=[C:18]([C:21]5[CH:22]=[N:23][N:24]([CH2:26][CH2:27][OH:28])[CH:25]=5)[CH:19]=[CH:20][C:15]4=[N:14][CH:13]=3)[CH3:11])[CH:7]=[CH:6][C:5]2=[N:1][CH:2]=1. The catalyst class is: 473. (6) Reactant: C=C(C([O:19][C:20](/[CH:22]=[CH:23]/[C:24]1[CH:25]=[CH:26][C:27]([OH:31])=[C:28]([OH:30])[CH:29]=1)=[O:21])C[O:7][C@@H:8]1[O:13][C@H:12]([CH2:14][OH:15])[C@@H:11]([OH:16])[C@H:10]([OH:17])[C@H:9]1[OH:18])CO. Product: [C:20]([OH:21])(=[O:19])/[CH:22]=[CH:23]/[C:24]1[CH:25]=[CH:26][C:27]([OH:31])=[C:28]([OH:30])[CH:29]=1.[O:7]=[CH:8][C@@H:9]([C@H:10]([C@@H:11]([C@@H:12]([CH2:14][OH:15])[OH:13])[OH:16])[OH:17])[OH:18]. The catalyst class is: 6. (7) Reactant: [C:1](Cl)(=[O:8])[C:2]1[CH:7]=[CH:6][CH:5]=[CH:4][CH:3]=1.C(Cl)Cl.[NH2:13][C:14]1[CH:23]=[C:22]([C:24]2[CH:29]=[CH:28][CH:27]=[CH:26][CH:25]=2)[CH:21]=[CH:20][C:15]=1[C:16]([O:18][CH3:19])=[O:17]. Product: [C:1]([NH:13][C:14]1[CH:23]=[C:22]([C:24]2[CH:29]=[CH:28][CH:27]=[CH:26][CH:25]=2)[CH:21]=[CH:20][C:15]=1[C:16]([O:18][CH3:19])=[O:17])(=[O:8])[C:2]1[CH:7]=[CH:6][CH:5]=[CH:4][CH:3]=1. The catalyst class is: 66.